Predict the reaction yield, written as a fraction of the theoretical maximum amount of product (1.0 means a 100% yield; for example, 0.34 means a 34% yield). From a dataset of Reaction yield outcomes from USPTO patents with 853,638 reactions. (1) The reactants are [Cl-].[Li+].C([Mg]Cl)(C)C.Br[C:9]1[CH:10]=[N:11][N:12]([C:14]([CH3:17])([CH3:16])[CH3:15])[CH:13]=1.[O:18]1CCO[CH2:20][CH2:19]1.C(OC(=O)C)(=O)C. The catalyst is C1COCC1. The product is [C:14]([N:12]1[CH:13]=[C:9]([C:19](=[O:18])[CH3:20])[CH:10]=[N:11]1)([CH3:17])([CH3:16])[CH3:15]. The yield is 0.670. (2) The reactants are C([O:5][C:6](=[O:47])[CH2:7][CH2:8][C:9]1[CH:14]=[CH:13][C:12]([O:15][CH2:16][CH2:17][C:18]2[N:19]=[C:20]([C:24]3[CH:29]=[CH:28][C:27]([C:30]4[CH:35]=[CH:34][CH:33]=[CH:32][CH:31]=4)=[CH:26][CH:25]=3)[O:21][C:22]=2[CH3:23])=[CH:11][C:10]=1[CH2:36][NH:37][C:38]([C:40]1[CH:44]=[C:43]([Cl:45])[S:42][C:41]=1[Cl:46])=[O:39])(C)(C)C.C1(OC)C=CC=CC=1.C(O)(C(F)(F)F)=O. The catalyst is C(Cl)Cl. The product is [C:27]1([C:30]2[CH:35]=[CH:34][CH:33]=[CH:32][CH:31]=2)[CH:28]=[CH:29][C:24]([C:20]2[O:21][C:22]([CH3:23])=[C:18]([CH2:17][CH2:16][O:15][C:12]3[CH:13]=[CH:14][C:9]([CH2:8][CH2:7][C:6]([OH:47])=[O:5])=[C:10]([CH2:36][NH:37][C:38]([C:40]4[CH:44]=[C:43]([Cl:45])[S:42][C:41]=4[Cl:46])=[O:39])[CH:11]=3)[N:19]=2)=[CH:25][CH:26]=1. The yield is 0.730. (3) The reactants are [C:1]1([N:7]([CH:17]([CH3:26])[CH2:18][C:19]([O:21]C(C)(C)C)=[O:20])[S:8]([C:11]2[CH:16]=[CH:15][CH:14]=[CH:13][N:12]=2)(=[O:10])=[O:9])[CH:6]=[CH:5][CH:4]=[CH:3][CH:2]=1.C(O)(C(F)(F)F)=O. No catalyst specified. The product is [C:1]1([N:7]([CH:17]([CH3:26])[CH2:18][C:19]([OH:21])=[O:20])[S:8]([C:11]2[CH:16]=[CH:15][CH:14]=[CH:13][N:12]=2)(=[O:10])=[O:9])[CH:2]=[CH:3][CH:4]=[CH:5][CH:6]=1. The yield is 0.920.